This data is from Reaction yield outcomes from USPTO patents with 853,638 reactions. The task is: Predict the reaction yield, written as a fraction of the theoretical maximum amount of product (1.0 means a 100% yield; for example, 0.34 means a 34% yield). The reactants are [Br:1][C:2]1[CH:15]=[CH:14][C:13]2[C:12]([C:17]3[CH:22]=[CH:21][CH:20]=[CH:19][CH:18]=3)(O)[C:11]3[C:6](=[CH:7][CH:8]=[CH:9][CH:10]=3)[C:5]([C:24]3[CH:29]=[CH:28][CH:27]=[CH:26][CH:25]=3)(O)[C:4]=2[CH:3]=1.[I-].[K+].O.[PH2](=O)[O-].[Na+].[PH2](=O)O. The catalyst is C(O)(=O)C. The product is [Br:1][C:2]1[CH:15]=[CH:14][C:13]2[C:4](=[C:5]([C:24]3[CH:29]=[CH:28][CH:27]=[CH:26][CH:25]=3)[C:6]3[C:11]([C:12]=2[C:17]2[CH:22]=[CH:21][CH:20]=[CH:19][CH:18]=2)=[CH:10][CH:9]=[CH:8][CH:7]=3)[CH:3]=1. The yield is 0.740.